Dataset: Forward reaction prediction with 1.9M reactions from USPTO patents (1976-2016). Task: Predict the product of the given reaction. (1) Given the reactants [OH-].[Na+].Cl.[C:4](=[NH:20])([NH:9][C:10]1[CH:14]=[CH:13][NH:12][C:11]=1[C:15](OCC)=[O:16])[CH2:5][CH2:6][CH2:7][CH3:8].C(O)(=O)CC(CC(O)=O)(C(O)=O)O, predict the reaction product. The product is: [CH2:5]([C:4]1[NH:20][C:15](=[O:16])[C:11]2[NH:12][CH:13]=[CH:14][C:10]=2[N:9]=1)[CH2:6][CH2:7][CH3:8]. (2) Given the reactants Cl.O.[NH2:3]N.Cl.[CH2:6]([O:8][C:9](=[O:22])[C:10](=[CH:18][N:19](C)C)[C:11](=O)[C:12]([O:14][CH2:15][CH3:16])=[O:13])[CH3:7], predict the reaction product. The product is: [CH2:15]([O:14][C:12]([C:11]1[NH:3][N:19]=[CH:18][C:10]=1[C:9]([O:8][CH2:6][CH3:7])=[O:22])=[O:13])[CH3:16]. (3) The product is: [F:1][C:2]([F:29])([C:22]1[CH:27]=[CH:26][C:25]([F:28])=[CH:24][N:23]=1)[C:3]1[N:12]=[C:11]([NH:59][C:56]2[CH:55]=[C:54]([CH3:53])[NH:58][N:57]=2)[C:10]2[C:5](=[C:6]([N:15]3[CH2:20][CH2:19][O:18][CH2:17][C:16]3=[O:21])[CH:7]=[CH:8][CH:9]=2)[N:4]=1. Given the reactants [F:1][C:2]([F:29])([C:22]1[CH:27]=[CH:26][C:25]([F:28])=[CH:24][N:23]=1)[C:3]1[N:12]=[C:11](SC)[C:10]2[C:5](=[C:6]([N:15]3[CH2:20][CH2:19][O:18][CH2:17][C:16]3=[O:21])[CH:7]=[CH:8][CH:9]=2)[N:4]=1.ClC1C=CC=C(C(OO)=O)C=1.S([O-])([O-])(=O)=S.[Na+].[Na+].C(=O)(O)[O-].[Na+].[CH3:53][C:54]1[NH:58][N:57]=[C:56]([NH2:59])[CH:55]=1, predict the reaction product.